Task: Predict which catalyst facilitates the given reaction.. Dataset: Catalyst prediction with 721,799 reactions and 888 catalyst types from USPTO (1) Reactant: [C:1]([O:5][C:6](=[O:30])[NH:7][C:8]1[N:17]([CH2:18][CH2:19][CH3:20])[CH2:16][C:15]2[C:10](=[CH:11][CH:12]=[C:13]([O:21][C:22]3[CH:27]=[CH:26][CH:25]=[C:24]([CH2:28][NH2:29])[CH:23]=3)[CH:14]=2)[N:9]=1)([CH3:4])([CH3:3])[CH3:2].[CH3:31][C:32]1[CH:39]=[C:38]([CH3:40])[CH:37]=[C:36]([CH3:41])[C:33]=1[CH:34]=O.[BH-](OC(C)=O)(OC(C)=O)OC(C)=O.[Na+].C([O-])(O)=O.[Na+]. Product: [C:1]([O:5][C:6](=[O:30])[NH:7][C:8]1[N:17]([CH2:18][CH2:19][CH3:20])[CH2:16][C:15]2[C:10](=[CH:11][CH:12]=[C:13]([O:21][C:22]3[CH:27]=[CH:26][CH:25]=[C:24]([CH2:28][NH:29][CH2:34][C:33]4[C:36]([CH3:41])=[CH:37][C:38]([CH3:40])=[CH:39][C:32]=4[CH3:31])[CH:23]=3)[CH:14]=2)[N:9]=1)([CH3:2])([CH3:3])[CH3:4]. The catalyst class is: 26. (2) Reactant: [Br:1][C:2]1[CH:7]=[CH:6][C:5]([C:8]2[O:12][N:11]=[C:10]([CH3:13])[C:9]=2[NH2:14])=[CH:4][CH:3]=1.[CH2:15]([N:22]1[CH2:27][CH2:26][C:25](=O)[CH2:24][CH2:23]1)[C:16]1[CH:21]=[CH:20][CH:19]=[CH:18][CH:17]=1.C(O)(=O)C.C([BH3-])#N.[Na+]. Product: [CH2:15]([N:22]1[CH2:27][CH2:26][CH:25]([NH:14][C:9]2[C:10]([CH3:13])=[N:11][O:12][C:8]=2[C:5]2[CH:4]=[CH:3][C:2]([Br:1])=[CH:7][CH:6]=2)[CH2:24][CH2:23]1)[C:16]1[CH:21]=[CH:20][CH:19]=[CH:18][CH:17]=1. The catalyst class is: 5. (3) Reactant: C([O:8][CH2:9][C:10]([NH:12][C:13]1[C:14]([O:33][CH3:34])=[C:15]([NH:23][C:24](=[O:32])[O:25][C:26]2[CH:31]=[CH:30][CH:29]=[CH:28][CH:27]=2)[CH:16]=[C:17]([C:19]([CH3:22])([CH3:21])[CH3:20])[CH:18]=1)=[O:11])C1C=CC=CC=1. Product: [C:19]([C:17]1[CH:18]=[C:13]([NH:12][C:10](=[O:11])[CH2:9][OH:8])[C:14]([O:33][CH3:34])=[C:15]([NH:23][C:24](=[O:32])[O:25][C:26]2[CH:31]=[CH:30][CH:29]=[CH:28][CH:27]=2)[CH:16]=1)([CH3:22])([CH3:20])[CH3:21]. The catalyst class is: 123.